This data is from Full USPTO retrosynthesis dataset with 1.9M reactions from patents (1976-2016). The task is: Predict the reactants needed to synthesize the given product. (1) Given the product [Cl:1][C:2]1[CH:3]=[C:4]2[C:8](=[CH:9][CH:10]=1)[N:7]([C:11]1[N:15]([CH3:16])[N:14]=[C:13]([CH3:17])[C:12]=1[CH2:18][CH2:19][C:20]([O:22][CH2:23][CH3:24])=[O:21])[CH:6]=[CH:5]2, predict the reactants needed to synthesize it. The reactants are: [Cl:1][C:2]1[CH:3]=[C:4]2[C:8](=[CH:9][CH:10]=1)[N:7]([C:11]1[N:15]([CH3:16])[N:14]=[C:13]([CH3:17])[C:12]=1/[CH:18]=[CH:19]/[C:20]([O:22][CH2:23][CH3:24])=[O:21])[CH:6]=[CH:5]2.[H][H]. (2) Given the product [NH2:23][C:15]1[CH:16]=[C:17]([CH:21]=[CH:22][C:14]=1[O:13][C:12]1[CH:26]=[CH:27][C:9]([O:8][CH2:1][C:2]2[CH:3]=[CH:4][CH:5]=[CH:6][CH:7]=2)=[CH:10][CH:11]=1)[C:18]([OH:20])=[O:19], predict the reactants needed to synthesize it. The reactants are: [CH2:1]([O:8][C:9]1[CH:27]=[CH:26][C:12]([O:13][C:14]2[CH:22]=[CH:21][C:17]([C:18]([OH:20])=[O:19])=[CH:16][C:15]=2[N+:23]([O-])=O)=[CH:11][CH:10]=1)[C:2]1[CH:7]=[CH:6][CH:5]=[CH:4][CH:3]=1.[Cl-].[NH4+].O. (3) Given the product [OH:3][CH2:4][C:5]([CH3:7])([CH3:6])[O:8][C:9]1[CH:10]=[C:11]2[C:16](=[CH:17][C:18]=1[CH3:19])[O:15][C:14]1([CH2:28][C:27]([CH3:29])([CH3:30])[C:26]3[C:21](=[CH:22][C:23]([CH3:32])=[C:24]([OH:31])[CH:25]=3)[O:20]1)[CH2:13][C:12]2([CH3:34])[CH3:33], predict the reactants needed to synthesize it. The reactants are: C([O:3][C:4](=O)[C:5]([O:8][C:9]1[CH:10]=[C:11]2[C:16](=[CH:17][C:18]=1[CH3:19])[O:15][C:14]1([CH2:28][C:27]([CH3:30])([CH3:29])[C:26]3[C:21](=[CH:22][C:23]([CH3:32])=[C:24]([OH:31])[CH:25]=3)[O:20]1)[CH2:13][C:12]2([CH3:34])[CH3:33])([CH3:7])[CH3:6])C.[H-].[Al+3].[Li+].[H-].[H-].[H-]. (4) The reactants are: [Cl:1][C:2]1[CH:27]=[CH:26][C:5]2[N:6]3[C:10]([CH2:11][NH:12][CH2:13][C:4]=2[CH:3]=1)=[N:9][N:8]=[C:7]3[C@H:14]1[CH2:19][CH2:18][C@H:17]([C:20]2[CH:24]=[C:23]([CH3:25])[O:22][N:21]=2)[CH2:16][CH2:15]1.C(=O)([O-])[O-].[Cs+].[Cs+].FC(F)(F)S(O[CH2:40][CH:41]([F:43])[F:42])(=O)=O. Given the product [Cl:1][C:2]1[CH:27]=[CH:26][C:5]2[N:6]3[C:10]([CH2:11][N:12]([CH2:40][CH:41]([F:43])[F:42])[CH2:13][C:4]=2[CH:3]=1)=[N:9][N:8]=[C:7]3[C@H:14]1[CH2:15][CH2:16][C@H:17]([C:20]2[CH:24]=[C:23]([CH3:25])[O:22][N:21]=2)[CH2:18][CH2:19]1, predict the reactants needed to synthesize it. (5) The reactants are: C(N(CC)CC)C.[CH2:8]([O:10][C:11]([C:13]1[N:14]([CH3:30])[C:15]([CH2:28][CH3:29])=[C:16]([C:26]#[N:27])[C:17]=1[C:18]1[CH:23]=[CH:22][C:21]([CH2:24][OH:25])=[CH:20][CH:19]=1)=[O:12])[CH3:9].[CH3:31][S:32](Cl)(=[O:34])=[O:33]. Given the product [CH2:8]([O:10][C:11]([C:13]1[N:14]([CH3:30])[C:15]([CH2:28][CH3:29])=[C:16]([C:26]#[N:27])[C:17]=1[C:18]1[CH:23]=[CH:22][C:21]([CH2:24][O:25][S:32]([CH3:31])(=[O:34])=[O:33])=[CH:20][CH:19]=1)=[O:12])[CH3:9], predict the reactants needed to synthesize it. (6) Given the product [OH:5][C:6]1[C:11]([CH2:12][N:13]2[C:14]3[C:15](=[CH:16][C:17]([O:20][CH2:21][C:22]#[CH:23])=[CH:18][CH:19]=3)[C:24]([C:26]3[CH:31]=[CH:30][C:29]([CH:32]([CH3:34])[CH3:33])=[CH:28][CH:27]=3)=[N:37][C:45]2=[O:48])=[CH:10][CH:9]=[CH:8][N:7]=1, predict the reactants needed to synthesize it. The reactants are: C([O:5][C:6]1[C:11]([CH2:12][NH:13][C:14]2[CH:19]=[CH:18][C:17]([O:20][CH2:21][C:22]#[CH:23])=[CH:16][C:15]=2[C:24]([C:26]2[CH:31]=[CH:30][C:29]([CH:32]([CH3:34])[CH3:33])=[CH:28][CH:27]=2)=O)=[CH:10][CH:9]=[CH:8][N:7]=1)(C)(C)C.[O-]C#[N:37].[Na+].C(OCC)(=O)C.[C:45](=[O:48])(O)[O-].